Dataset: Reaction yield outcomes from USPTO patents with 853,638 reactions. Task: Predict the reaction yield, written as a fraction of the theoretical maximum amount of product (1.0 means a 100% yield; for example, 0.34 means a 34% yield). The reactants are [CH3:1][O:2][C:3]1[N:12]=[C:11](O)[C:10]2[C:5](=[CH:6][C:7]([O:14][CH3:15])=[CH:8][CH:9]=2)[N:4]=1.O=P(Cl)(Cl)[Cl:18]. No catalyst specified. The product is [Cl:18][C:11]1[C:10]2[C:5](=[CH:6][C:7]([O:14][CH3:15])=[CH:8][CH:9]=2)[N:4]=[C:3]([O:2][CH3:1])[N:12]=1. The yield is 0.360.